This data is from Forward reaction prediction with 1.9M reactions from USPTO patents (1976-2016). The task is: Predict the product of the given reaction. (1) Given the reactants Cl[C:2]1[N:3]=[C:4]([OH:18])[C:5]2[CH:11]=[CH:10][N:9]=[C:8]([C:12]3[N:13]=[CH:14][N:15]([CH3:17])[CH:16]=3)[C:6]=2[N:7]=1.[Cl:19][C:20]1[CH:21]=[C:22]([OH:27])[CH:23]=[CH:24][C:25]=1[Cl:26].CCN(C(C)C)C(C)C, predict the reaction product. The product is: [Cl:19][C:20]1[CH:21]=[C:22]([CH:23]=[CH:24][C:25]=1[Cl:26])[O:27][C:2]1[N:3]=[C:4]([OH:18])[C:5]2[CH:11]=[CH:10][N:9]=[C:8]([C:12]3[N:13]=[CH:14][N:15]([CH3:17])[CH:16]=3)[C:6]=2[N:7]=1. (2) Given the reactants BrC1C(CC2(O)C3C(=CC=C(C)C=3)N(CCC(C)C)C2=O)=NC=CC=1.[CH3:26][C:27]1[CH:28]=[C:29]2[C:33](=[CH:34][CH:35]=1)[N:32]([CH2:36][CH2:37][C:38]1[CH:43]=[CH:42][CH:41]=[CH:40][CH:39]=1)[C:31](=[O:44])[C:30]2=[O:45].[CH3:46][O:47][C:48]1[CH:49]=[CH:50][C:51]([CH3:54])=[N:52][CH:53]=1, predict the reaction product. The product is: [OH:45][C:30]1([CH2:54][C:51]2[CH:50]=[CH:49][C:48]([O:47][CH3:46])=[CH:53][N:52]=2)[C:29]2[C:33](=[CH:34][CH:35]=[C:27]([CH3:26])[CH:28]=2)[N:32]([CH2:36][CH2:37][C:38]2[CH:39]=[CH:40][CH:41]=[CH:42][CH:43]=2)[C:31]1=[O:44]. (3) Given the reactants [CH2:1]([N:3]([CH2:24][CH3:25])[C:4](=[O:23])[C:5]1[CH:10]=[CH:9][C:8]([NH:11][CH2:12][CH2:13][N:14]2[CH2:19][CH2:18][CH2:17][CH2:16][CH2:15]2)=[C:7]([N+:20]([O-])=O)[CH:6]=1)[CH3:2], predict the reaction product. The product is: [NH2:20][C:7]1[CH:6]=[C:5]([CH:10]=[CH:9][C:8]=1[NH:11][CH2:12][CH2:13][N:14]1[CH2:19][CH2:18][CH2:17][CH2:16][CH2:15]1)[C:4]([N:3]([CH2:24][CH3:25])[CH2:1][CH3:2])=[O:23]. (4) Given the reactants [O:1]=[C:2]1[NH:6][C:5](=[O:7])[CH:4]([C:8]2[CH:32]=[CH:31][C:11]([CH2:12][N:13]([C:20]3[CH:21]=[C:22]([CH:28]=[CH:29][CH:30]=3)[C:23]([O:25]CC)=[O:24])[C:14](=[O:19])[CH2:15][CH2:16][CH2:17][CH3:18])=[CH:10][CH:9]=2)[S:3]1.[OH-].[Na+].Cl, predict the reaction product. The product is: [O:1]=[C:2]1[NH:6][C:5](=[O:7])[CH:4]([C:8]2[CH:9]=[CH:10][C:11]([CH2:12][N:13]([C:20]3[CH:21]=[C:22]([CH:28]=[CH:29][CH:30]=3)[C:23]([OH:25])=[O:24])[C:14](=[O:19])[CH2:15][CH2:16][CH2:17][CH3:18])=[CH:31][CH:32]=2)[S:3]1. (5) Given the reactants C(Cl)(=O)C(Cl)=O.CS(C)=O.[CH:11]1([C:17]2[C:25]3[C:20](=[CH:21][C:22]([C:26]([O:28][CH3:29])=[O:27])=[CH:23][CH:24]=3)[N:19]([CH2:30][C:31]#[CH:32])[C:18]=2[C:33]2[CH:38]=[CH:37][CH:36]=[CH:35][C:34]=2[CH2:39][OH:40])[CH2:16][CH2:15][CH2:14][CH2:13][CH2:12]1.CCN(CC)CC, predict the reaction product. The product is: [CH:11]1([C:17]2[C:25]3[C:20](=[CH:21][C:22]([C:26]([O:28][CH3:29])=[O:27])=[CH:23][CH:24]=3)[N:19]([CH2:30][C:31]#[CH:32])[C:18]=2[C:33]2[CH:38]=[CH:37][CH:36]=[CH:35][C:34]=2[CH:39]=[O:40])[CH2:12][CH2:13][CH2:14][CH2:15][CH2:16]1.